This data is from Full USPTO retrosynthesis dataset with 1.9M reactions from patents (1976-2016). The task is: Predict the reactants needed to synthesize the given product. (1) Given the product [F:51][CH2:52][C:53]1([C:68]([O:70][CH2:71][CH3:72])=[O:69])[CH2:58][CH2:57][C:56]([C:7]2[C:8]([CH3:48])([CH3:47])[C@H:9]3[C@:22]([CH3:25])([CH2:23][CH:24]=2)[C@@H:21]2[C@:12]([CH3:46])([C@@:13]4([CH3:45])[C@H:18]([CH2:19][CH2:20]2)[C@H:17]2[C@H:26]([C:29]([CH3:31])=[CH2:30])[CH2:27][CH2:28][C@:16]2([NH:32][CH2:33][CH2:34][N:35]2[CH2:40][CH2:39][CH:38]([S:41]([CH3:44])(=[O:42])=[O:43])[CH2:37][CH2:36]2)[CH2:15][CH2:14]4)[CH2:11][CH2:10]3)=[CH:55][CH2:54]1, predict the reactants needed to synthesize it. The reactants are: FC(F)(F)S(O[C:7]1[C:8]([CH3:48])([CH3:47])[C@H:9]2[C@:22]([CH3:25])([CH2:23][CH:24]=1)[C@@H:21]1[C@:12]([CH3:46])([C@@:13]3([CH3:45])[C@H:18]([CH2:19][CH2:20]1)[C@H:17]1[C@H:26]([C:29]([CH3:31])=[CH2:30])[CH2:27][CH2:28][C@:16]1([NH:32][CH2:33][CH2:34][N:35]1[CH2:40][CH2:39][CH:38]([S:41]([CH3:44])(=[O:43])=[O:42])[CH2:37][CH2:36]1)[CH2:15][CH2:14]3)[CH2:11][CH2:10]2)(=O)=O.[F:51][CH2:52][C:53]1([C:68]([O:70][CH2:71][CH3:72])=[O:69])[CH2:58][CH2:57][C:56](B2OC(C)(C)C(C)(C)O2)=[CH:55][CH2:54]1.O.C(=O)([O-])[O-].[Na+].[Na+].O. (2) Given the product [C:1]([O:5][C:6](=[O:26])[NH:7][CH:8]([C:10]1[CH:15]=[CH:14][C:13]([C:16](=[O:24])[NH:17][C:18]2[CH:23]=[CH:22][N:21]=[CH:20][CH:19]=2)=[CH:12][C:11]=1[C:32]1[CH:31]=[CH:30][CH:29]=[C:28]([OH:27])[CH:33]=1)[CH3:9])([CH3:4])([CH3:3])[CH3:2], predict the reactants needed to synthesize it. The reactants are: [C:1]([O:5][C:6](=[O:26])[NH:7][CH:8]([C:10]1[CH:15]=[CH:14][C:13]([C:16](=[O:24])[NH:17][C:18]2[CH:23]=[CH:22][N:21]=[CH:20][CH:19]=2)=[CH:12][C:11]=1Br)[CH3:9])([CH3:4])([CH3:3])[CH3:2].[OH:27][C:28]1[CH:29]=[C:30](B(O)O)[CH:31]=[CH:32][CH:33]=1.C([O-])([O-])=O.[Na+].[Na+].